Dataset: Reaction yield outcomes from USPTO patents with 853,638 reactions. Task: Predict the reaction yield, written as a fraction of the theoretical maximum amount of product (1.0 means a 100% yield; for example, 0.34 means a 34% yield). (1) The reactants are Cl.C1(C(=[N:15][C:16]2[S:20][CH:19]=[N:18][C:17]=2[C:21]([O:23][CH3:24])=[O:22])C2C=CC=CC=2)C=CC=CC=1. The catalyst is C1COCC1. The product is [NH2:15][C:16]1[S:20][CH:19]=[N:18][C:17]=1[C:21]([O:23][CH3:24])=[O:22]. The yield is 0.710. (2) The reactants are [CH3:1][C:2]1[CH:3]=[C:4]([CH2:22][C:23]([O:25]C(C)(C)C)=[O:24])[CH:5]=[CH:6][C:7]=1[NH:8][C:9]([NH:11][C:12]1[CH:17]=[CH:16][CH:15]=[CH:14][C:13]=1[C:18]([F:21])([F:20])[F:19])=[O:10].C(O)(C(F)(F)F)=O. The catalyst is C(Cl)Cl. The product is [CH3:1][C:2]1[CH:3]=[C:4]([CH2:22][C:23]([OH:25])=[O:24])[CH:5]=[CH:6][C:7]=1[NH:8][C:9]([NH:11][C:12]1[CH:17]=[CH:16][CH:15]=[CH:14][C:13]=1[C:18]([F:20])([F:21])[F:19])=[O:10]. The yield is 0.770. (3) The reactants are [O:1]1[CH:5]=[CH:4][CH:3]=[C:2]1[C:6]1[N:10]([C:11]2[CH:16]=[CH:15][C:14]([O:17][CH3:18])=[CH:13][CH:12]=2)[N:9]=[C:8]([C:19]([NH2:21])=O)[CH:7]=1.N1C=CC=CC=1.O1CCOCC1.FC(F)(F)C(OC(=O)C(F)(F)F)=O. The catalyst is C(OCC)(=O)C.O. The product is [O:1]1[CH:5]=[CH:4][CH:3]=[C:2]1[C:6]1[N:10]([C:11]2[CH:16]=[CH:15][C:14]([O:17][CH3:18])=[CH:13][CH:12]=2)[N:9]=[C:8]([C:19]#[N:21])[CH:7]=1. The yield is 0.740.